Predict the reactants needed to synthesize the given product. From a dataset of Full USPTO retrosynthesis dataset with 1.9M reactions from patents (1976-2016). (1) Given the product [Br:11][C:12]1[CH:21]=[C:20]2[C:15]([CH:16]=[C:17]([O:26][CH3:27])[C:18]([CH2:22][OH:23])=[CH:19]2)=[CH:14][CH:13]=1, predict the reactants needed to synthesize it. The reactants are: [H-].C([Al+]CC(C)C)C(C)C.[Br:11][C:12]1[CH:21]=[C:20]2[C:15]([CH:16]=[C:17]([O:26][CH3:27])[C:18]([C:22](OC)=[O:23])=[CH:19]2)=[CH:14][CH:13]=1.C(#N)C.C(=O)=O.CCOC(C)=O. (2) Given the product [OH:43][CH:44]([NH:7][CH2:8][CH2:9][N:10]1[C:14]2[CH:15]=[CH:16][C:17]([C:19]([N:21]([CH2:22][CH:23]([CH3:25])[CH3:24])[CH2:26][CH:27]([CH3:28])[CH3:29])=[O:20])=[CH:18][C:13]=2[N:12]=[C:11]1[NH:30][C:31]1[CH:36]=[C:35]([O:37][CH3:38])[C:34]([O:39][CH3:40])=[C:33]([O:41][CH3:42])[CH:32]=1)[CH2:45][C:46]1[CH:51]=[CH:50][CH:49]=[CH:48][CH:47]=1, predict the reactants needed to synthesize it. The reactants are: Cl([O-])(=O)(=O)=O.[Li+].[NH2:7][CH2:8][CH2:9][N:10]1[C:14]2[CH:15]=[CH:16][C:17]([C:19]([N:21]([CH2:26][CH:27]([CH3:29])[CH3:28])[CH2:22][CH:23]([CH3:25])[CH3:24])=[O:20])=[CH:18][C:13]=2[N:12]=[C:11]1[NH:30][C:31]1[CH:36]=[C:35]([O:37][CH3:38])[C:34]([O:39][CH3:40])=[C:33]([O:41][CH3:42])[CH:32]=1.[O:43]1C[CH:44]1[CH2:45][C:46]1[CH:51]=[CH:50][CH:49]=[CH:48][CH:47]=1.C(=O)([O-])O. (3) Given the product [O-:8][N+:3]1[CH:4]=[CH:5][CH:6]=[CH:7][C:2]=1[NH:9][CH2:10][CH2:11][CH2:12][OH:13], predict the reactants needed to synthesize it. The reactants are: Cl[C:2]1[CH:7]=[CH:6][CH:5]=[CH:4][N+:3]=1[O-:8].[NH2:9][CH2:10][CH2:11][CH2:12][OH:13].C([O-])(O)=O.[Na+]. (4) Given the product [Cl:1][C:2]1[C:11]2[C:6](=[C:7]([CH3:12])[CH:8]=[CH:9][CH:10]=2)[C:5]([C:13]([N:24]2[CH2:25][CH2:26][O:27][CH:22]([C:16]3[CH:21]=[CH:20][CH:19]=[CH:18][CH:17]=3)[CH2:23]2)=[O:15])=[CH:4][N:3]=1, predict the reactants needed to synthesize it. The reactants are: [Cl:1][C:2]1[C:11]2[C:6](=[C:7]([CH3:12])[CH:8]=[CH:9][CH:10]=2)[C:5]([C:13]([OH:15])=O)=[CH:4][N:3]=1.[C:16]1([CH:22]2[O:27][CH2:26][CH2:25][NH:24][CH2:23]2)[CH:21]=[CH:20][CH:19]=[CH:18][CH:17]=1. (5) Given the product [CH:1]1([N:6]2[C:14]3[CH:13]=[CH:12][NH:11][C:10](=[O:15])[C:9]=3[C:8]([NH:17][C:18]3[CH:19]=[C:20]([S:24]([NH2:27])(=[O:25])=[O:26])[CH:21]=[CH:22][CH:23]=3)=[N:7]2)[CH2:2][CH2:3][CH2:4][CH2:5]1, predict the reactants needed to synthesize it. The reactants are: [CH:1]1([N:6]2[C:14]3[CH:13]=[CH:12][N:11]=[C:10]([O:15]C)[C:9]=3[C:8]([NH:17][C:18]3[CH:19]=[C:20]([S:24]([NH2:27])(=[O:26])=[O:25])[CH:21]=[CH:22][CH:23]=3)=[N:7]2)[CH2:5][CH2:4][CH2:3][CH2:2]1.[I-].[Na+].Cl[Si](C)(C)C.O. (6) Given the product [Cl:23][CH:11]([C:6]1[CH:7]=[CH:8][C:9](=[O:10])[N:4]([CH:1]([CH3:3])[CH3:2])[N:5]=1)[C:12](=[O:19])[C:13]1[CH:14]=[CH:15][CH:16]=[CH:17][CH:18]=1, predict the reactants needed to synthesize it. The reactants are: [CH:1]([N:4]1[C:9](=[O:10])[CH:8]=[CH:7][C:6]([CH2:11][C:12](=[O:19])[C:13]2[CH:18]=[CH:17][CH:16]=[CH:15][CH:14]=2)=[N:5]1)([CH3:3])[CH3:2].S(Cl)([Cl:23])(=O)=O. (7) The reactants are: [C:1]([O:5][C:6](=[O:24])[NH:7][C@H:8]([CH2:14][C:15]1[CH:20]=[C:19]([F:21])[C:18]([F:22])=[CH:17][C:16]=1[F:23])[CH2:9][C:10]([NH:12][NH2:13])=O)([CH3:4])([CH3:3])[CH3:2].CO[C:27]1[C:33]2[CH:34]=[CH:35][CH:36]=[CH:37][C:32]=2[CH2:31][CH2:30][CH2:29][N:28]=1. Given the product [N:13]1[N:12]=[C:10]([CH2:9][C@H:8]([NH:7][C:6](=[O:24])[O:5][C:1]([CH3:4])([CH3:3])[CH3:2])[CH2:14][C:15]2[CH:20]=[C:19]([F:21])[C:18]([F:22])=[CH:17][C:16]=2[F:23])[N:28]2[CH2:29][CH2:30][CH2:31][C:32]3[CH:37]=[CH:36][CH:35]=[CH:34][C:33]=3[C:27]=12, predict the reactants needed to synthesize it.